This data is from Catalyst prediction with 721,799 reactions and 888 catalyst types from USPTO. The task is: Predict which catalyst facilitates the given reaction. (1) Reactant: Cl[C:2]1[CH:7]=[CH:6][CH:5]=[C:4]([C:8]#[N:9])[N:3]=1.[O-:10][CH2:11][CH3:12].[Na+]. Product: [C:8]([C:4]1[CH:5]=[CH:6][CH:7]=[C:2]([O:10][CH2:11][CH3:12])[N:3]=1)#[N:9]. The catalyst class is: 7. (2) Reactant: [CH2:1]([O:8][C:9](=[O:30])[NH:10][CH2:11][C@@H:12]([OH:29])[C@@H:13]([NH:21]C(OC(C)(C)C)=O)[CH2:14][C:15]1[CH:20]=[CH:19][CH:18]=[CH:17][CH:16]=1)[C:2]1[CH:7]=[CH:6][CH:5]=[CH:4][CH:3]=1.[ClH:31].O1CCOCC1. Product: [ClH:31].[CH2:1]([O:8][C:9](=[O:30])[NH:10][CH2:11][C@@H:12]([OH:29])[C@@H:13]([NH2:21])[CH2:14][C:15]1[CH:20]=[CH:19][CH:18]=[CH:17][CH:16]=1)[C:2]1[CH:3]=[CH:4][CH:5]=[CH:6][CH:7]=1. The catalyst class is: 1. (3) Reactant: CC[C@@H]1[C@@H]2C[C@H]([C@@H](OC3C4C(=CC=CC=4)C(O[C@@H](C4C=CN=C5C=4C=C(OC)C=C5)[C@@H]4N5C[C@H](CC)[C@@H](CC5)C4)=NN=3)C3C=CN=C4C=3C=C([O:22]C)C=C4)N(CC2)C1.C=C1C2[C:64](=[C:65]([O:71][CH:72]([F:74])[F:73])[CH:66]=[C:67]([Cl:70])[CH:68]=2)[O:63][CH2:62]C1.S([O-])([O-])=O.[Na+].[Na+].[C:81]([OH:85])([CH3:84])([CH3:83])[CH3:82]. Product: [OH:85][C@@:81]1([CH2:84][OH:22])[C:83]2[C:64](=[C:65]([O:71][CH:72]([F:74])[F:73])[CH:66]=[C:67]([Cl:70])[CH:68]=2)[O:63][CH2:62][CH2:82]1. The catalyst class is: 6.